From a dataset of NCI-60 drug combinations with 297,098 pairs across 59 cell lines. Regression. Given two drug SMILES strings and cell line genomic features, predict the synergy score measuring deviation from expected non-interaction effect. (1) Drug 1: CN(C)N=NC1=C(NC=N1)C(=O)N. Drug 2: C1=CC(=CC=C1CCCC(=O)O)N(CCCl)CCCl. Cell line: HCT116. Synergy scores: CSS=34.8, Synergy_ZIP=-8.54, Synergy_Bliss=-3.93, Synergy_Loewe=-5.65, Synergy_HSA=-2.33. (2) Drug 1: CC(CN1CC(=O)NC(=O)C1)N2CC(=O)NC(=O)C2. Drug 2: CN1C(=O)N2C=NC(=C2N=N1)C(=O)N. Cell line: TK-10. Synergy scores: CSS=13.2, Synergy_ZIP=-3.10, Synergy_Bliss=2.10, Synergy_Loewe=-4.76, Synergy_HSA=-1.03. (3) Drug 1: CN(C)N=NC1=C(NC=N1)C(=O)N. Drug 2: B(C(CC(C)C)NC(=O)C(CC1=CC=CC=C1)NC(=O)C2=NC=CN=C2)(O)O. Cell line: COLO 205. Synergy scores: CSS=13.2, Synergy_ZIP=0.948, Synergy_Bliss=10.5, Synergy_Loewe=11.9, Synergy_HSA=10.8. (4) Drug 1: CC1CCC2CC(C(=CC=CC=CC(CC(C(=O)C(C(C(=CC(C(=O)CC(OC(=O)C3CCCCN3C(=O)C(=O)C1(O2)O)C(C)CC4CCC(C(C4)OC)OCCO)C)C)O)OC)C)C)C)OC. Drug 2: B(C(CC(C)C)NC(=O)C(CC1=CC=CC=C1)NC(=O)C2=NC=CN=C2)(O)O. Cell line: UACC-257. Synergy scores: CSS=38.5, Synergy_ZIP=0.662, Synergy_Bliss=1.83, Synergy_Loewe=-9.95, Synergy_HSA=0.0345. (5) Drug 1: C1CC(C1)(C(=O)O)C(=O)O.[NH2-].[NH2-].[Pt+2]. Drug 2: C1=NC2=C(N=C(N=C2N1C3C(C(C(O3)CO)O)F)Cl)N. Cell line: SK-OV-3. Synergy scores: CSS=14.1, Synergy_ZIP=-5.87, Synergy_Bliss=-2.19, Synergy_Loewe=-11.8, Synergy_HSA=-2.01. (6) Drug 1: CCCS(=O)(=O)NC1=C(C(=C(C=C1)F)C(=O)C2=CNC3=C2C=C(C=N3)C4=CC=C(C=C4)Cl)F. Drug 2: CC1=C(C=C(C=C1)NC(=O)C2=CC=C(C=C2)CN3CCN(CC3)C)NC4=NC=CC(=N4)C5=CN=CC=C5. Cell line: T-47D. Synergy scores: CSS=14.3, Synergy_ZIP=1.94, Synergy_Bliss=6.58, Synergy_Loewe=4.68, Synergy_HSA=4.97. (7) Drug 1: C1=CC=C(C(=C1)C(C2=CC=C(C=C2)Cl)C(Cl)Cl)Cl. Drug 2: C1CC(=O)NC(=O)C1N2C(=O)C3=CC=CC=C3C2=O. Cell line: SK-OV-3. Synergy scores: CSS=-0.560, Synergy_ZIP=5.79, Synergy_Bliss=-0.863, Synergy_Loewe=-1.32, Synergy_HSA=-2.00.